The task is: Predict the reactants needed to synthesize the given product.. This data is from Full USPTO retrosynthesis dataset with 1.9M reactions from patents (1976-2016). (1) The reactants are: Br[C:2]1[CH:7]=[CH:6][C:5]([C@@H:8]2[O:13][CH2:12][CH2:11][N:10]([C:14]([O:16][C:17]([CH3:20])([CH3:19])[CH3:18])=[O:15])[CH2:9]2)=[CH:4][CH:3]=1.[C:21]1([C:27]([C:29]2[CH:34]=[CH:33][CH:32]=[CH:31][CH:30]=2)=[NH:28])[CH:26]=[CH:25][CH:24]=[CH:23][CH:22]=1.CC(C)([O-])C.[Na+]. Given the product [C:21]1([C:27](=[N:28][C:2]2[CH:7]=[CH:6][C:5]([C@@H:8]3[O:13][CH2:12][CH2:11][N:10]([C:14]([O:16][C:17]([CH3:20])([CH3:19])[CH3:18])=[O:15])[CH2:9]3)=[CH:4][CH:3]=2)[C:29]2[CH:30]=[CH:31][CH:32]=[CH:33][CH:34]=2)[CH:26]=[CH:25][CH:24]=[CH:23][CH:22]=1, predict the reactants needed to synthesize it. (2) Given the product [Cl:1][C:2]1[CH:3]=[C:4]2[C:12](=[C:13]([NH:15][C:16]([C@@H:18]3[CH2:19][O:20][C:21]([CH3:28])([CH3:29])[CH2:22][N:23]3[CH2:24][C:25](=[O:26])[NH:30][C:31]3[CH:32]=[N:33][CH:34]=[CH:35][CH:36]=3)=[O:17])[CH:14]=1)[NH:11][C:10]1[CH:9]=[N:8][CH:7]=[CH:6][C:5]2=1, predict the reactants needed to synthesize it. The reactants are: [Cl:1][C:2]1[CH:3]=[C:4]2[C:12](=[C:13]([NH:15][C:16]([C@H:18]3[N:23]([CH2:24][C:25](O)=[O:26])[CH2:22][C:21]([CH3:29])([CH3:28])[O:20][CH2:19]3)=[O:17])[CH:14]=1)[NH:11][C:10]1[CH:9]=[N:8][CH:7]=[CH:6][C:5]2=1.[NH2:30][C:31]1[CH:32]=[N:33][CH:34]=[CH:35][CH:36]=1. (3) The reactants are: [Br:1][C:2]1[S:3][CH:4]=[CH:5][C:6]=1[CH3:7].[Li+].CC([N-]C(C)C)C.[O:16]1[CH2:21][CH2:20][C:19](=[O:22])[CH2:18][CH2:17]1. Given the product [Br:1][C:2]1[S:3][C:4]([C:19]2([OH:22])[CH2:20][CH2:21][O:16][CH2:17][CH2:18]2)=[CH:5][C:6]=1[CH3:7], predict the reactants needed to synthesize it. (4) Given the product [CH3:15][C:2]([CH3:1])([CH3:16])[CH2:3][CH:4]([C:10]([O:12][CH2:13][CH3:14])=[O:11])[C:5]([O:7][CH2:8][CH3:9])=[O:6], predict the reactants needed to synthesize it. The reactants are: [CH3:1][C:2]([CH3:16])([CH3:15])[CH:3]=[C:4]([C:10]([O:12][CH2:13][CH3:14])=[O:11])[C:5]([O:7][CH2:8][CH3:9])=[O:6].[H][H]. (5) Given the product [Cl:1][C:2]1[CH:7]=[CH:6][CH:5]=[C:4]([CH3:8])[C:3]=1[NH:9][C:10]1[NH:11][C:12]2[C:18]3[CH2:19][C:20]([CH3:22])([CH3:23])[O:21][C:17]=3[C:16]([C:24]([NH:38][C:37]3[CH:39]=[C:33]([CH:32]([F:31])[F:41])[CH:34]=[CH:35][C:36]=3[F:40])=[O:26])=[CH:15][C:13]=2[N:14]=1, predict the reactants needed to synthesize it. The reactants are: [Cl:1][C:2]1[CH:7]=[CH:6][CH:5]=[C:4]([CH3:8])[C:3]=1[NH:9][C:10]1[NH:11][C:12]2[C:18]3[CH2:19][C:20]([CH3:23])([CH3:22])[O:21][C:17]=3[C:16]([C:24]([OH:26])=O)=[CH:15][C:13]=2[N:14]=1.S(Cl)(Cl)=O.[F:31][CH:32]([F:41])[C:33]1[CH:34]=[CH:35][C:36]([F:40])=[C:37]([CH:39]=1)[NH2:38].CCN(C(C)C)C(C)C. (6) Given the product [Br:1][C:2]1[CH:3]=[C:4]([CH2:8][CH2:9][N:11]2[CH2:16][CH2:15][O:14][CH2:13][CH2:12]2)[CH:5]=[N:6][CH:7]=1, predict the reactants needed to synthesize it. The reactants are: [Br:1][C:2]1[CH:3]=[C:4]([CH2:8][C:9]([N:11]2[CH2:16][CH2:15][O:14][CH2:13][CH2:12]2)=O)[CH:5]=[N:6][CH:7]=1.B.C1COCC1.C([O-])(O)=O.[Na+]. (7) Given the product [N:25]1[CH:26]=[CH:27][C:22]([O:21][C:16]2[N:15]=[C:14]([NH:13][C:5]3[CH:4]=[C:3]([O:2][CH3:1])[C:8]([O:9][CH3:10])=[C:7]([O:11][CH3:12])[CH:6]=3)[CH:19]=[N:18][CH:17]=2)=[CH:23][CH:24]=1, predict the reactants needed to synthesize it. The reactants are: [CH3:1][O:2][C:3]1[CH:4]=[C:5]([NH:13][C:14]2[CH:19]=[N:18][CH:17]=[C:16](Cl)[N:15]=2)[CH:6]=[C:7]([O:11][CH3:12])[C:8]=1[O:9][CH3:10].[OH:21][C:22]1[CH:27]=[CH:26][N:25]=[CH:24][CH:23]=1.